This data is from Catalyst prediction with 721,799 reactions and 888 catalyst types from USPTO. The task is: Predict which catalyst facilitates the given reaction. (1) Reactant: [CH3:1][C:2]1[CH:7]=[CH:6][C:5]([N+:8]([O-:10])=[O:9])=[CH:4][C:3]=1[S:11](Cl)(=[O:13])=[O:12].[NH:15]1[CH2:20][CH2:19][O:18][CH2:17][CH2:16]1.C(N(CC)CC)C. Product: [CH3:1][C:2]1[CH:7]=[CH:6][C:5]([N+:8]([O-:10])=[O:9])=[CH:4][C:3]=1[S:11]([N:15]1[CH2:20][CH2:19][O:18][CH2:17][CH2:16]1)(=[O:13])=[O:12]. The catalyst class is: 1. (2) Product: [C:18]1([CH2:17][CH2:16][CH2:15][NH:14][C:8]2[CH:7]=[CH:6][N:5]=[C:4]([NH2:1])[C:9]=2[C:10]([F:13])([F:11])[F:12])[CH:23]=[CH:22][CH:21]=[CH:20][CH:19]=1. The catalyst class is: 30. Reactant: [N:1]([C:4]1[C:9]([C:10]([F:13])([F:12])[F:11])=[C:8]([NH:14][CH2:15][CH2:16][CH2:17][C:18]2[CH:23]=[CH:22][CH:21]=[CH:20][CH:19]=2)[CH:7]=[CH:6][N:5]=1)=[N+]=[N-].CP(C)C.[N-]=[N+]=[N-]. (3) Reactant: Cl.[C:2]1([S:8]([N:11]2[CH2:16][CH2:15][NH:14][CH2:13][CH2:12]2)(=[O:10])=[O:9])[CH:7]=[CH:6][CH:5]=[CH:4][CH:3]=1.[Br:17][C:18]1[CH:19]=[N:20][C:21](Cl)=[N:22][CH:23]=1.O1CCOCC1.C(N(CC)CC)C. Product: [Br:17][C:18]1[CH:19]=[N:20][C:21]([N:14]2[CH2:15][CH2:16][N:11]([S:8]([C:2]3[CH:7]=[CH:6][CH:5]=[CH:4][CH:3]=3)(=[O:10])=[O:9])[CH2:12][CH2:13]2)=[N:22][CH:23]=1. The catalyst class is: 6.